The task is: Regression. Given two drug SMILES strings and cell line genomic features, predict the synergy score measuring deviation from expected non-interaction effect.. This data is from NCI-60 drug combinations with 297,098 pairs across 59 cell lines. (1) Drug 1: C1=C(C(=O)NC(=O)N1)N(CCCl)CCCl. Drug 2: C1=NC(=NC(=O)N1C2C(C(C(O2)CO)O)O)N. Cell line: HCT-15. Synergy scores: CSS=36.8, Synergy_ZIP=-2.02, Synergy_Bliss=2.19, Synergy_Loewe=-0.176, Synergy_HSA=0.407. (2) Drug 1: CC1=C(C(=CC=C1)Cl)NC(=O)C2=CN=C(S2)NC3=CC(=NC(=N3)C)N4CCN(CC4)CCO. Drug 2: CS(=O)(=O)CCNCC1=CC=C(O1)C2=CC3=C(C=C2)N=CN=C3NC4=CC(=C(C=C4)OCC5=CC(=CC=C5)F)Cl. Cell line: NCI-H460. Synergy scores: CSS=-0.389, Synergy_ZIP=-0.300, Synergy_Bliss=-2.59, Synergy_Loewe=-1.49, Synergy_HSA=-3.30. (3) Drug 1: C1=CN(C(=O)N=C1N)C2C(C(C(O2)CO)O)O.Cl. Drug 2: CCC1=C2CN3C(=CC4=C(C3=O)COC(=O)C4(CC)O)C2=NC5=C1C=C(C=C5)O. Cell line: NCI-H522. Synergy scores: CSS=31.3, Synergy_ZIP=-5.53, Synergy_Bliss=-3.33, Synergy_Loewe=-0.706, Synergy_HSA=1.31. (4) Synergy scores: CSS=72.9, Synergy_ZIP=3.17, Synergy_Bliss=2.00, Synergy_Loewe=5.13, Synergy_HSA=8.15. Drug 2: CC(C)(C#N)C1=CC=C(C=C1)N2C3=C4C=C(C=CC4=NC=C3N(C2=O)C)C5=CC6=CC=CC=C6N=C5. Cell line: SK-OV-3. Drug 1: CC1CC(C(C(C=C(C(C(C=CC=C(C(=O)NC2=CC(=O)C(=C(C1)C2=O)OC)C)OC)OC(=O)N)C)C)O)OC. (5) Drug 1: C1=NC2=C(N1)C(=S)N=C(N2)N. Drug 2: CC1=C(C(=O)C2=C(C1=O)N3CC4C(C3(C2COC(=O)N)OC)N4)N. Cell line: SK-MEL-5. Synergy scores: CSS=53.0, Synergy_ZIP=-7.77, Synergy_Bliss=-8.53, Synergy_Loewe=-12.9, Synergy_HSA=-5.56. (6) Drug 1: C1CCN(CC1)CCOC2=CC=C(C=C2)C(=O)C3=C(SC4=C3C=CC(=C4)O)C5=CC=C(C=C5)O. Drug 2: COCCOC1=C(C=C2C(=C1)C(=NC=N2)NC3=CC=CC(=C3)C#C)OCCOC.Cl. Cell line: KM12. Synergy scores: CSS=-1.54, Synergy_ZIP=6.03, Synergy_Bliss=9.32, Synergy_Loewe=1.49, Synergy_HSA=2.29. (7) Drug 1: CC1OCC2C(O1)C(C(C(O2)OC3C4COC(=O)C4C(C5=CC6=C(C=C35)OCO6)C7=CC(=C(C(=C7)OC)O)OC)O)O. Drug 2: CC1=CC2C(CCC3(C2CCC3(C(=O)C)OC(=O)C)C)C4(C1=CC(=O)CC4)C. Cell line: T-47D. Synergy scores: CSS=46.4, Synergy_ZIP=4.70, Synergy_Bliss=6.59, Synergy_Loewe=3.31, Synergy_HSA=11.4. (8) Cell line: HCC-2998. Drug 1: C1=CN(C(=O)N=C1N)C2C(C(C(O2)CO)O)O.Cl. Drug 2: C1C(C(OC1N2C=NC3=C2NC=NCC3O)CO)O. Synergy scores: CSS=29.5, Synergy_ZIP=-3.86, Synergy_Bliss=-7.71, Synergy_Loewe=-15.5, Synergy_HSA=-4.72. (9) Drug 1: COC1=NC(=NC2=C1N=CN2C3C(C(C(O3)CO)O)O)N. Drug 2: CC12CCC3C(C1CCC2OP(=O)(O)O)CCC4=C3C=CC(=C4)OC(=O)N(CCCl)CCCl.[Na+]. Cell line: RXF 393. Synergy scores: CSS=-2.40, Synergy_ZIP=-0.895, Synergy_Bliss=-5.29, Synergy_Loewe=-6.28, Synergy_HSA=-6.28. (10) Drug 1: CN1C(=O)N2C=NC(=C2N=N1)C(=O)N. Drug 2: CC1=C(C=C(C=C1)NC(=O)C2=CC=C(C=C2)CN3CCN(CC3)C)NC4=NC=CC(=N4)C5=CN=CC=C5. Cell line: SNB-75. Synergy scores: CSS=3.79, Synergy_ZIP=-1.68, Synergy_Bliss=0.319, Synergy_Loewe=2.12, Synergy_HSA=1.10.